Dataset: NCI-60 drug combinations with 297,098 pairs across 59 cell lines. Task: Regression. Given two drug SMILES strings and cell line genomic features, predict the synergy score measuring deviation from expected non-interaction effect. (1) Drug 1: COC1=C(C=C2C(=C1)N=CN=C2NC3=CC(=C(C=C3)F)Cl)OCCCN4CCOCC4. Drug 2: C1CCC(CC1)NC(=O)N(CCCl)N=O. Cell line: MOLT-4. Synergy scores: CSS=32.2, Synergy_ZIP=-5.42, Synergy_Bliss=-6.45, Synergy_Loewe=-13.9, Synergy_HSA=-5.27. (2) Drug 1: C1CCN(CC1)CCOC2=CC=C(C=C2)C(=O)C3=C(SC4=C3C=CC(=C4)O)C5=CC=C(C=C5)O. Drug 2: CC1=C(C(=O)C2=C(C1=O)N3CC4C(C3(C2COC(=O)N)OC)N4)N. Cell line: HOP-62. Synergy scores: CSS=35.8, Synergy_ZIP=3.17, Synergy_Bliss=0.0932, Synergy_Loewe=-26.7, Synergy_HSA=-1.86. (3) Drug 1: CN(C)C1=NC(=NC(=N1)N(C)C)N(C)C. Drug 2: CC=C1C(=O)NC(C(=O)OC2CC(=O)NC(C(=O)NC(CSSCCC=C2)C(=O)N1)C(C)C)C(C)C. Cell line: UACC-257. Synergy scores: CSS=67.0, Synergy_ZIP=4.72, Synergy_Bliss=4.74, Synergy_Loewe=-62.9, Synergy_HSA=1.49. (4) Drug 1: C1=NC2=C(N=C(N=C2N1C3C(C(C(O3)CO)O)O)F)N. Drug 2: CS(=O)(=O)OCCCCOS(=O)(=O)C. Cell line: NCI/ADR-RES. Synergy scores: CSS=23.6, Synergy_ZIP=1.98, Synergy_Bliss=1.27, Synergy_Loewe=-25.0, Synergy_HSA=0.251.